This data is from TCR-epitope binding with 47,182 pairs between 192 epitopes and 23,139 TCRs. The task is: Binary Classification. Given a T-cell receptor sequence (or CDR3 region) and an epitope sequence, predict whether binding occurs between them. (1) The epitope is YLKLTDNVYIK. The TCR CDR3 sequence is CASSESGGDRAGYNEQFF. Result: 0 (the TCR does not bind to the epitope). (2) The epitope is LPPAYTNSF. The TCR CDR3 sequence is CASSQPDLENIQYF. Result: 1 (the TCR binds to the epitope).